The task is: Predict the product of the given reaction.. This data is from Forward reaction prediction with 1.9M reactions from USPTO patents (1976-2016). (1) Given the reactants Cl.[NH2:2][N:3]1[CH2:8][CH2:7][CH2:6][CH2:5][CH2:4]1.C[Al](C)C.C([O:15][C:16]([C:18]1[CH:22]=[C:21]([C:23]2[CH:28]=[CH:27][C:26]([O:29][S:30]([CH2:33][CH2:34][CH3:35])(=[O:32])=[O:31])=[CH:25][CH:24]=2)[N:20]([C:36]2[CH:41]=[CH:40][C:39]([Cl:42])=[CH:38][C:37]=2[Cl:43])[N:19]=1)=O)C, predict the reaction product. The product is: [Cl:43][C:37]1[CH:38]=[C:39]([Cl:42])[CH:40]=[CH:41][C:36]=1[N:20]1[C:21]([C:23]2[CH:24]=[CH:25][C:26]([O:29][S:30]([CH2:33][CH2:34][CH3:35])(=[O:32])=[O:31])=[CH:27][CH:28]=2)=[CH:22][C:18]([C:16](=[O:15])[NH:2][N:3]2[CH2:8][CH2:7][CH2:6][CH2:5][CH2:4]2)=[N:19]1. (2) Given the reactants [Cl:1][C:2]1[CH:7]=[CH:6][CH:5]=[CH:4][C:3]=1[NH:8][C:9](=[O:13])[O:10][CH2:11][CH3:12].[H-].[Na+].Cl[C:17]1[C:22]([N+:23]([O-:25])=[O:24])=[CH:21][C:20]([N+:26]([O-:28])=[O:27])=[CH:19][C:18]=1[C:29]([F:32])([F:31])[F:30].Cl, predict the reaction product. The product is: [Cl:1][C:2]1[CH:7]=[CH:6][CH:5]=[CH:4][C:3]=1[N:8]([C:17]1[C:18]([C:29]([F:31])([F:32])[F:30])=[CH:19][C:20]([N+:26]([O-:28])=[O:27])=[CH:21][C:22]=1[N+:23]([O-:25])=[O:24])[C:9](=[O:13])[O:10][CH2:11][CH3:12]. (3) The product is: [Cl:1][C:2]1[C:3]([CH2:13][NH:14][CH:15]2[CH2:17][CH2:16]2)=[CH:4][C:5]([CH2:8][CH2:9][CH2:10][O:11][CH3:12])=[N:6][CH:7]=1. Given the reactants [Cl:1][C:2]1[C:3]([CH:13]=[N:14][CH:15]2[CH2:17][CH2:16]2)=[CH:4][C:5]([CH2:8][CH2:9][CH2:10][O:11][CH3:12])=[N:6][CH:7]=1.[BH4-].[Na+], predict the reaction product. (4) Given the reactants [CH3:1][O:2][C:3]1[CH:4]=[C:5]([C:9](=[N:11]O)[CH3:10])[CH:6]=[CH:7][CH:8]=1.[H][H], predict the reaction product. The product is: [CH3:1][O:2][C:3]1[CH:4]=[C:5]([CH:9]([NH2:11])[CH3:10])[CH:6]=[CH:7][CH:8]=1. (5) Given the reactants [C:1]([O:5][C:6]([NH:8][C@H:9]([C:13]([O:15][CH2:16][O:17][C:18](=[O:42])[N:19]([C:32]1[N:41]=[C:35]2[CH:36]=[CH:37][C:38](Cl)=[CH:39][N:34]2[N:33]=1)[C:20]1[CH:25]=[CH:24][C:23]([S:26]([CH3:29])(=[O:28])=[O:27])=[CH:22][C:21]=1[O:30][CH3:31])=[O:14])[CH:10]([CH3:12])[CH3:11])=[O:7])([CH3:4])([CH3:3])[CH3:2].[F:43][C:44]1[CH:49]=[CH:48][C:47]([C@@H:50]([CH3:63])[C:51]([NH:53][C:54]2[CH:59]=[CH:58][C:57](B(O)O)=[CH:56][CH:55]=2)=[O:52])=[CH:46][CH:45]=1.O.P([O-])([O-])([O-])=O.[K+].[K+].[K+].C1(P(C2CCCCC2)C2C=CC=CC=2C2C(OC)=CC=CC=2OC)CCCCC1, predict the reaction product. The product is: [C:1]([O:5][C:6]([NH:8][C@H:9]([C:13]([O:15][CH2:16][O:17][C:18](=[O:42])[N:19]([C:32]1[N:41]=[C:35]2[CH:36]=[CH:37][C:38]([C:57]3[CH:56]=[CH:55][C:54]([NH:53][C:51](=[O:52])[C@@H:50]([C:47]4[CH:46]=[CH:45][C:44]([F:43])=[CH:49][CH:48]=4)[CH3:63])=[CH:59][CH:58]=3)=[CH:39][N:34]2[N:33]=1)[C:20]1[CH:25]=[CH:24][C:23]([S:26]([CH3:29])(=[O:28])=[O:27])=[CH:22][C:21]=1[O:30][CH3:31])=[O:14])[CH:10]([CH3:12])[CH3:11])=[O:7])([CH3:4])([CH3:3])[CH3:2].